From a dataset of Forward reaction prediction with 1.9M reactions from USPTO patents (1976-2016). Predict the product of the given reaction. (1) Given the reactants Cl[C:2]1[C:7]([N+:8]([O-:10])=[O:9])=[C:6]([CH3:11])[CH:5]=[CH:4][N:3]=1.[C:12](B1OC(C)(C)C(C)(C)O1)([CH3:14])=[CH2:13].C(=O)([O-])[O-].[Cs+].[Cs+].C([O-])(O)=O.[Na+], predict the reaction product. The product is: [C:12]([C:2]1[C:7]([N+:8]([O-:10])=[O:9])=[C:6]([CH3:11])[CH:5]=[CH:4][N:3]=1)([CH3:14])=[CH2:13]. (2) Given the reactants [C:1]([O:4][C@@H:5]1[O:27][C@H:26]([CH2:28][O:29][C:30](=[O:37])[C:31]2[CH:36]=[CH:35][CH:34]=[CH:33][CH:32]=2)[C@@H:16]([O:17][C:18](=[O:25])[C:19]2[CH:24]=[CH:23][CH:22]=[CH:21][CH:20]=2)[C@H:6]1[O:7]C(=O)C1C=CC=CC=1)(=[O:3])C.O, predict the reaction product. The product is: [C:1]([O:4][C@@H:5]1[O:27][C@@H:26]([CH2:28][O:29][C:30](=[O:37])[C:31]2[CH:32]=[CH:33][CH:34]=[CH:35][CH:36]=2)[C@H:16]([O:17][C:18](=[O:25])[C:19]2[CH:24]=[CH:23][CH:22]=[CH:21][CH:20]=2)[C@@H:6]1[OH:7])(=[O:3])[C:19]1[CH:24]=[CH:23][CH:22]=[CH:21][CH:20]=1.